From a dataset of Full USPTO retrosynthesis dataset with 1.9M reactions from patents (1976-2016). Predict the reactants needed to synthesize the given product. (1) Given the product [O:44]=[C:43]1[C:35]2[C:36](=[CH:40][CH:41]=[CH:42][CH:34]=2)[C:37](=[O:38])[N:45]1[CH2:24][CH2:25][CH2:28][O:29][C:7]1[CH:8]=[C:3]([CH:4]=[CH:5][CH:6]=1)[CH:2]=[O:1], predict the reactants needed to synthesize it. The reactants are: [OH:1][CH2:2][C:3]1[CH:8]=[CH:7][C:6](NC(=O)CSCCC(OC)=O)=[CH:5][CH:4]=1.CSC1C=C[C:25]([CH2:28][OH:29])=[CH:24]C=1.BrCCC[C:34]1[CH:42]=[CH:41][CH:40]=[C:36]([C:37](N)=[O:38])[C:35]=1[C:43]([NH2:45])=[O:44].C(OCBr)(=O)C. (2) Given the product [OH:18][C:19]1[CH:20]=[CH:21][C:22]([C:25]([C:27]2[CH:32]=[CH:31][C:30]([O:5][CH:6]3[CH2:10][CH2:9][N:8]([C:11]([O:13][C:14]([CH3:17])([CH3:16])[CH3:15])=[O:12])[CH2:7]3)=[CH:29][CH:28]=2)=[O:26])=[CH:23][CH:24]=1, predict the reactants needed to synthesize it. The reactants are: CS([O:5][CH:6]1[CH2:10][CH2:9][N:8]([C:11]([O:13][C:14]([CH3:17])([CH3:16])[CH3:15])=[O:12])[CH2:7]1)(=O)=O.[OH:18][C:19]1[CH:24]=[CH:23][C:22]([C:25]([C:27]2[CH:32]=[CH:31][C:30](O)=[CH:29][CH:28]=2)=[O:26])=[CH:21][CH:20]=1.C([O-])([O-])=O.[K+].[K+].C(Cl)Cl. (3) Given the product [Si:1]([O:8][C@H:9]1[CH2:10][CH2:11][C@H:12]([CH2:15][CH:16]([N:24]2[CH:29]=[C:28]([O:30][CH3:31])[C:27]([C:32]3[CH:37]=[C:36]([Cl:38])[CH:35]=[CH:34][C:33]=3[C:39]#[N:40])=[CH:26][C:25]2=[O:41])[C:17]([OH:19])=[O:18])[CH2:13][CH2:14]1)([C:4]([CH3:7])([CH3:6])[CH3:5])([CH3:3])[CH3:2], predict the reactants needed to synthesize it. The reactants are: [Si:1]([O:8][C@H:9]1[CH2:14][CH2:13][C@H:12]([CH2:15][CH:16]([N:24]2[CH:29]=[C:28]([O:30][CH3:31])[C:27]([C:32]3[CH:37]=[C:36]([Cl:38])[CH:35]=[CH:34][C:33]=3[C:39]#[N:40])=[CH:26][C:25]2=[O:41])[C:17]([O:19]C(C)(C)C)=[O:18])[CH2:11][CH2:10]1)([C:4]([CH3:7])([CH3:6])[CH3:5])([CH3:3])[CH3:2].C(O)C.O.[OH-].[Li+].Cl. (4) Given the product [CH3:29][NH:28][C:26](=[O:27])[O:25][CH2:24][C:4]1[CH:3]=[C:2]([CH3:1])[N:6]([C:7]2[CH:8]=[C:9]([C:13]3[CH:18]=[CH:17][CH:16]=[CH:15][C:14]=3[O:19][C:20]([F:22])([F:23])[F:21])[CH:10]=[CH:11][CH:12]=2)[N:5]=1, predict the reactants needed to synthesize it. The reactants are: [CH3:1][C:2]1[N:6]([C:7]2[CH:8]=[C:9]([C:13]3[CH:18]=[CH:17][CH:16]=[CH:15][C:14]=3[O:19][C:20]([F:23])([F:22])[F:21])[CH:10]=[CH:11][CH:12]=2)[N:5]=[C:4]([CH2:24][OH:25])[CH:3]=1.[C:26](N1C=CN=C1)([N:28]1C=CN=[CH:29]1)=[O:27].CN. (5) Given the product [Br:1][C:2]1[CH:3]=[CH:4][C:5]([F:17])=[C:6]([C:8]2([CH2:15][F:16])[CH2:9][O:10][CH2:11][C:12]([NH2:18])=[N:13]2)[CH:7]=1, predict the reactants needed to synthesize it. The reactants are: [Br:1][C:2]1[CH:3]=[CH:4][C:5]([F:17])=[C:6]([C:8]2([CH2:15][F:16])[NH:13][C:12](=S)[CH2:11][O:10][CH2:9]2)[CH:7]=1.[NH3:18].CO. (6) The reactants are: [CH3:1][CH2:2]/[CH:3]=[CH:4]\[CH2:5][C@H:6]1[C:10](=[O:11])[CH2:9][CH2:8][C@@H:7]1[CH2:12][C:13]([OH:15])=[O:14]. Given the product [O:11]=[C:10]1[CH2:9][CH2:8][CH:7]([CH2:12][C:13]([OH:15])=[O:14])[CH:6]1[CH2:5][CH2:4][CH2:3][CH2:2][CH3:1], predict the reactants needed to synthesize it.